Predict the reactants needed to synthesize the given product. From a dataset of Full USPTO retrosynthesis dataset with 1.9M reactions from patents (1976-2016). (1) Given the product [C:1]([C:5]1[CH:6]=[CH:7][C:8]([S:11]([N:14]2[C:20]3[CH:21]=[C:22]([C:25]4[O:26][CH:37]=[N:28][N:27]=4)[CH:23]=[CH:24][C:19]=3[NH:18][C:17]3[N:29]=[C:30]([C:33]([F:35])([F:36])[F:34])[CH:31]=[CH:32][C:16]=3[CH2:15]2)(=[O:13])=[O:12])=[CH:9][CH:10]=1)([CH3:4])([CH3:2])[CH3:3], predict the reactants needed to synthesize it. The reactants are: [C:1]([C:5]1[CH:10]=[CH:9][C:8]([S:11]([N:14]2[C:20]3[CH:21]=[C:22]([C:25]([NH:27][NH2:28])=[O:26])[CH:23]=[CH:24][C:19]=3[NH:18][C:17]3[N:29]=[C:30]([C:33]([F:36])([F:35])[F:34])[CH:31]=[CH:32][C:16]=3[CH2:15]2)(=[O:13])=[O:12])=[CH:7][CH:6]=1)([CH3:4])([CH3:3])[CH3:2].[CH2:37](OC(OCC)OCC)C.C1(C)C=CC(S(O)(=O)=O)=CC=1.Cl. (2) Given the product [CH:17]1([C:16]2[C:11]3[C:10](=[O:24])[NH:9][C:8]([C:5]4[CH:6]=[CH:7][C:2]([NH:1][C:28]([N:46]5[CH2:51][CH2:50][O:49][CH2:48][CH2:47]5)=[O:30])=[CH:3][C:4]=4[O:25][CH3:26])=[N:13][C:12]=3[N:14]([CH3:23])[N:15]=2)[CH2:22][CH2:21][CH2:20][CH2:19][CH2:18]1, predict the reactants needed to synthesize it. The reactants are: [NH2:1][C:2]1[CH:7]=[CH:6][C:5]([C:8]2[NH:9][C:10](=[O:24])[C:11]3[C:16]([CH:17]4[CH2:22][CH2:21][CH2:20][CH2:19][CH2:18]4)=[N:15][N:14]([CH3:23])[C:12]=3[N:13]=2)=[C:4]([O:25][CH3:26])[CH:3]=1.Cl[C:28](Cl)([O:30]C(=O)OC(Cl)(Cl)Cl)Cl.C(N(CC)CC)C.[NH:46]1[CH2:51][CH2:50][O:49][CH2:48][CH2:47]1. (3) Given the product [F:33][C:31]([F:32])([O:1][C:2]1[CH:3]=[CH:4][C:5]([C:6]([O:8][CH3:9])=[O:7])=[CH:10][CH:11]=1)[CH:30]([F:34])[O:29][C:28]([F:35])([F:36])[C:23]([F:37])([O:22][C:21]([F:38])([F:39])[C:20]([F:40])([F:41])[C:19]([F:18])([F:42])[F:43])[C:24]([F:27])([F:26])[F:25], predict the reactants needed to synthesize it. The reactants are: [OH:1][C:2]1[CH:11]=[CH:10][C:5]([C:6]([O:8][CH3:9])=[O:7])=[CH:4][CH:3]=1.C(=O)([O-])[O-].[K+].[K+].[F:18][C:19]([F:43])([F:42])[C:20]([F:41])([F:40])[C:21]([F:39])([F:38])[O:22][C:23]([F:37])([C:28]([F:36])([F:35])[O:29][C:30]([F:34])=[C:31]([F:33])[F:32])[C:24]([F:27])([F:26])[F:25].